This data is from NCI-60 drug combinations with 297,098 pairs across 59 cell lines. The task is: Regression. Given two drug SMILES strings and cell line genomic features, predict the synergy score measuring deviation from expected non-interaction effect. (1) Drug 1: CC1=C(C(=CC=C1)Cl)NC(=O)C2=CN=C(S2)NC3=CC(=NC(=N3)C)N4CCN(CC4)CCO. Cell line: SF-295. Drug 2: CNC(=O)C1=NC=CC(=C1)OC2=CC=C(C=C2)NC(=O)NC3=CC(=C(C=C3)Cl)C(F)(F)F. Synergy scores: CSS=2.90, Synergy_ZIP=-4.35, Synergy_Bliss=-3.13, Synergy_Loewe=-6.48, Synergy_HSA=-3.39. (2) Drug 1: CN1CCC(CC1)COC2=C(C=C3C(=C2)N=CN=C3NC4=C(C=C(C=C4)Br)F)OC. Drug 2: CC12CCC(CC1=CCC3C2CCC4(C3CC=C4C5=CN=CC=C5)C)O. Cell line: IGROV1. Synergy scores: CSS=53.4, Synergy_ZIP=1.15, Synergy_Bliss=3.05, Synergy_Loewe=-21.7, Synergy_HSA=4.21.